This data is from Catalyst prediction with 721,799 reactions and 888 catalyst types from USPTO. The task is: Predict which catalyst facilitates the given reaction. Reactant: [F:1][C:2]1[C:7]([O:8][CH3:9])=[CH:6][C:5]([O:10][CH3:11])=[C:4]([F:12])[C:3]=1[N:13]1[CH2:18][C:17]2[CH:19]=[N:20][C:21]3[N:25]([S:26]([C:29]4[CH:34]=[CH:33][CH:32]=[CH:31][CH:30]=4)(=[O:28])=[O:27])[C:24]([CH:35]=[O:36])=[CH:23][C:22]=3[C:16]=2[N:15]([CH3:37])[C:14]1=[O:38].[BH4-].[Na+]. Product: [F:12][C:4]1[C:5]([O:10][CH3:11])=[CH:6][C:7]([O:8][CH3:9])=[C:2]([F:1])[C:3]=1[N:13]1[CH2:18][C:17]2[CH:19]=[N:20][C:21]3[N:25]([S:26]([C:29]4[CH:34]=[CH:33][CH:32]=[CH:31][CH:30]=4)(=[O:27])=[O:28])[C:24]([CH2:35][OH:36])=[CH:23][C:22]=3[C:16]=2[N:15]([CH3:37])[C:14]1=[O:38]. The catalyst class is: 7.